This data is from Catalyst prediction with 721,799 reactions and 888 catalyst types from USPTO. The task is: Predict which catalyst facilitates the given reaction. Reactant: Cl.[NH2:2][CH2:3][CH2:4][NH:5][C:6]([C:8]1[CH:25]=[CH:24][C:11]([O:12][C@@H:13]2[CH2:18][CH2:17][C@H:16]([C:19]([O:21]CC)=[O:20])[CH2:15][CH2:14]2)=[C:10]([F:26])[CH:9]=1)=[O:7].C(Cl)Cl.[F:30][C:31]1[CH:32]=[C:33]([CH:37]=[CH:38][C:39]=1[C:40]([F:43])([F:42])[F:41])[C:34](Cl)=[O:35]. Product: [F:26][C:10]1[CH:9]=[C:8]([C:6](=[O:7])[NH:5][CH2:4][CH2:3][NH:2][C:34](=[O:35])[C:33]2[CH:37]=[CH:38][C:39]([C:40]([F:41])([F:42])[F:43])=[C:31]([F:30])[CH:32]=2)[CH:25]=[CH:24][C:11]=1[O:12][C@@H:13]1[CH2:18][CH2:17][C@H:16]([C:19]([OH:21])=[O:20])[CH2:15][CH2:14]1. The catalyst class is: 66.